From a dataset of Reaction yield outcomes from USPTO patents with 853,638 reactions. Predict the reaction yield, written as a fraction of the theoretical maximum amount of product (1.0 means a 100% yield; for example, 0.34 means a 34% yield). (1) The reactants are [CH2:1]([O:3][C@@H:4]([CH2:8][C:9]1[CH:14]=[CH:13][C:12]([C:15]2[S:19][C:18]([NH:20][CH3:21])=[N:17][CH:16]=2)=[CH:11][CH:10]=1)[C:5]([OH:7])=[O:6])[CH3:2].[OH-].[Na+].[CH3:24]O. The catalyst is S(=O)(=O)(O)O.O. The product is [CH2:1]([O:3][C@@H:4]([CH2:8][C:9]1[CH:10]=[CH:11][C:12]([C:15]2[S:19][C:18]([NH:20][CH3:21])=[N:17][CH:16]=2)=[CH:13][CH:14]=1)[C:5]([O:7][CH3:24])=[O:6])[CH3:2]. The yield is 0.670. (2) The reactants are Cl[C:2]1[N:3]=[CH:4][C:5]2[CH:10]=[C:9]([C:11]([N:13]([CH3:15])[CH3:14])=[O:12])[N:8]([CH:16]3[CH2:22][CH2:21][CH2:20][CH2:19][CH2:18][CH2:17]3)[C:6]=2[N:7]=1.[NH2:23][C:24]1[N:29]=[CH:28][C:27]([N:30]2[C:34](=[O:35])[C@@H:33]3[CH2:36][N:37]([C:39]([O:41][C:42]([CH3:45])([CH3:44])[CH3:43])=[O:40])[CH2:38][C@@H:32]3[CH2:31]2)=[CH:26][CH:25]=1. No catalyst specified. The product is [CH:16]1([N:8]2[C:6]3[N:7]=[C:2]([NH:23][C:24]4[N:29]=[CH:28][C:27]([N:30]5[C:34](=[O:35])[C@@H:33]6[CH2:36][N:37]([C:39]([O:41][C:42]([CH3:45])([CH3:44])[CH3:43])=[O:40])[CH2:38][C@@H:32]6[CH2:31]5)=[CH:26][CH:25]=4)[N:3]=[CH:4][C:5]=3[CH:10]=[C:9]2[C:11](=[O:12])[N:13]([CH3:15])[CH3:14])[CH2:22][CH2:21][CH2:20][CH2:19][CH2:18][CH2:17]1. The yield is 0.940. (3) The reactants are [F:1][C:2]1[C:3]([N:9]=CN(C)C)=[N:4][C:5]([OH:8])=[N:6][CH:7]=1.[CH2:14]([N:19]=[C:20]=[O:21])[CH2:15][CH2:16][CH2:17][CH3:18]. The catalyst is C(Cl)Cl. The product is [NH2:9][C:3]1[C:2]([F:1])=[CH:7][N:6]([C:20]([NH:19][CH2:14][CH2:15][CH2:16][CH2:17][CH3:18])=[O:21])[C:5](=[O:8])[N:4]=1. The yield is 0.0600. (4) The reactants are [CH3:1][C:2]1[CH:11]=[C:10]([N:12]2[CH2:17][CH2:16][NH:15][CH2:14][CH2:13]2)[N:9]=[C:8]2[C:3]=1[C:4](=[O:31])[CH:5]=[C:6]([NH:24][C:25]1[CH:30]=[CH:29][CH:28]=[CH:27][CH:26]=1)[N:7]2[C:18]1[CH:23]=[CH:22][CH:21]=[CH:20][CH:19]=1.[C:32](O)(=[O:35])[CH2:33][CH3:34].CCN=C=NCCCN(C)C.CN1CCOCC1. The catalyst is CN(C1C=CN=CC=1)C.C(Cl)Cl.O. The product is [CH3:1][C:2]1[CH:11]=[C:10]([N:12]2[CH2:17][CH2:16][N:15]([C:32](=[O:35])[CH2:33][CH3:34])[CH2:14][CH2:13]2)[N:9]=[C:8]2[C:3]=1[C:4](=[O:31])[CH:5]=[C:6]([NH:24][C:25]1[CH:30]=[CH:29][CH:28]=[CH:27][CH:26]=1)[N:7]2[C:18]1[CH:23]=[CH:22][CH:21]=[CH:20][CH:19]=1. The yield is 0.370. (5) The reactants are NC1N([C:7]2[CH:8]=[C:9]([CH:13]=[CH:14][C:15]=2C)[C:10]([OH:12])=[O:11])N=CC=1C(=O)C1C=CC=CC=1.[C:25]([O:29][C:30](=O)NN)([CH3:28])(C)C.CCN=C=NC[CH2:40][CH2:41][N:42]([CH3:44])C.[CH:45]1C=CC2N(O)N=NC=2[CH:50]=1.[Cl-].[Na+].[OH2:57]. The catalyst is CN(C=O)C. The product is [CH2:45]([O:12][C:10](=[O:11])[C:9]1[CH:13]=[CH:14][CH:15]=[C:7]([O:57][CH2:40][CH2:41][N:42]2[CH2:28][CH2:25][O:29][CH2:30][CH2:44]2)[CH:8]=1)[CH3:50]. The yield is 0.260. (6) The reactants are [C:1]([C:5]1[CH:10]=[C:9]([F:11])[CH:8]=[CH:7][C:6]=1[OH:12])([CH3:4])([CH3:3])[CH3:2].CCN(CC)CC.Cl[C:21]([O:23][CH3:24])=[O:22]. The catalyst is O1CCOCC1. The product is [C:21](=[O:22])([O:23][CH3:24])[O:12][C:6]1[CH:7]=[CH:8][C:9]([F:11])=[CH:10][C:5]=1[C:1]([CH3:4])([CH3:2])[CH3:3]. The yield is 0.590. (7) The reactants are [CH3:1][O:2][C:3]1([OH:20])[CH:8]=[C:7]([O:9]C)[N:6]=[C:5]([C:11]2[S:12][CH:13]=[C:14]([C:16]([F:19])([F:18])[F:17])[N:15]=2)[NH:4]1.B(Cl)(Cl)Cl.O.C(Cl)Cl. The product is [OH:9][C:7]1[N:6]=[C:5]([C:11]2[S:12][CH:13]=[C:14]([C:16]([F:19])([F:18])[F:17])[N:15]=2)[NH:4][C:3]([O:2][CH3:1])([OH:20])[CH:8]=1. The catalyst is ClCCCl. The yield is 0.380. (8) The reactants are [OH-].[Na+].[CH3:3][N:4]([CH2:14][C:15]1[CH:16]=[C:17]([C:21]2[O:25][C:24]([CH:26]=[CH:27][C:28]([O-:30])=[O:29])=[CH:23][CH:22]=2)[CH:18]=[CH:19][CH:20]=1)[C:5](=[O:13])[CH2:6][CH2:7][CH2:8][CH2:9][CH2:10][CH2:11][CH3:12].O1CCCC1.CO.O. The catalyst is C(O)(=O)C. The product is [CH3:3][N:4]([CH2:14][C:15]1[CH:16]=[C:17]([C:21]2[O:25][C:24]([CH:26]=[CH:27][C:28]([OH:30])=[O:29])=[CH:23][CH:22]=2)[CH:18]=[CH:19][CH:20]=1)[C:5](=[O:13])[CH2:6][CH2:7][CH2:8][CH2:9][CH2:10][CH2:11][CH3:12]. The yield is 0.580. (9) The reactants are [CH3:1][N:2]([CH2:10][C:11]1[CH:15]=[C:14]([C:16]2[CH:21]=[CH:20][C:19]([S:22]([CH3:25])(=[O:24])=[O:23])=[CH:18][CH:17]=2)[N:13]([S:26]([C:29]2[CH:30]=[N:31][CH:32]=[CH:33][CH:34]=2)(=[O:28])=[O:27])[CH:12]=1)C(=O)OC(C)(C)C.C(OCC)(=O)C.[ClH:41]. The catalyst is C(OCC)(=O)C. The product is [ClH:41].[ClH:41].[CH3:1][NH:2][CH2:10][C:11]1[CH:15]=[C:14]([C:16]2[CH:17]=[CH:18][C:19]([S:22]([CH3:25])(=[O:23])=[O:24])=[CH:20][CH:21]=2)[N:13]([S:26]([C:29]2[CH:30]=[N:31][CH:32]=[CH:33][CH:34]=2)(=[O:27])=[O:28])[CH:12]=1. The yield is 0.330.